Dataset: Catalyst prediction with 721,799 reactions and 888 catalyst types from USPTO. Task: Predict which catalyst facilitates the given reaction. (1) Reactant: [C:1]([NH:5][C:6]([C:8]1[CH:9]=[C:10]([CH:35]=[CH:36][CH:37]=1)[O:11][C:12]1[CH:17]=[CH:16][C:15]([NH:18][C:19]2[C:29]3[CH:28]=[C:27]([C:30]([O:32]C)=[O:31])[CH2:26][CH2:25][NH:24][C:23]=3[N:22]=[CH:21][N:20]=2)=[CH:14][C:13]=1[Cl:34])=[O:7])([CH3:4])([CH3:3])[CH3:2].[OH-].[Na+].Cl. Product: [C:1]([NH:5][C:6]([C:8]1[CH:9]=[C:10]([CH:35]=[CH:36][CH:37]=1)[O:11][C:12]1[CH:17]=[CH:16][C:15]([NH:18][C:19]2[C:29]3[CH:28]=[C:27]([C:30]([OH:32])=[O:31])[CH2:26][CH2:25][NH:24][C:23]=3[N:22]=[CH:21][N:20]=2)=[CH:14][C:13]=1[Cl:34])=[O:7])([CH3:4])([CH3:2])[CH3:3]. The catalyst class is: 214. (2) Product: [OH:1][C@H:2]1[CH2:7][CH2:6][CH2:5][C@@H:4]([NH:8][C:9]2[C:14]([C:15]([NH2:17])=[O:16])=[CH:13][N:12]=[C:11]([NH:30][C:24]3([CH3:23])[CH2:29][CH2:28][O:27][CH2:26][CH2:25]3)[N:10]=2)[CH2:3]1. The catalyst class is: 37. Reactant: [OH:1][C@H:2]1[CH2:7][CH2:6][CH2:5][C@@H:4]([NH:8][C:9]2[C:14]([C:15]([NH2:17])=[O:16])=[CH:13][N:12]=[C:11](S(C)(=O)=O)[N:10]=2)[CH2:3]1.Cl.[CH3:23][C:24]1([NH2:30])[CH2:29][CH2:28][O:27][CH2:26][CH2:25]1.CCN(C(C)C)C(C)C. (3) Reactant: [CH:1]([C:3]1[C:7](=[O:8])[O:6][CH2:5][C:4]=1[N:9]1[CH2:13][CH2:12][C:11]2([CH2:18][CH2:17][N:16]([C:19]([O:21][C:22]([CH3:25])([CH3:24])[CH3:23])=[O:20])[CH2:15][CH2:14]2)[C:10]1=[O:26])=[O:2].CO.[BH4-].[Na+]. The catalyst class is: 1. Product: [OH:2][CH2:1][C:3]1[C:7](=[O:8])[O:6][CH2:5][C:4]=1[N:9]1[CH2:13][CH2:12][C:11]2([CH2:14][CH2:15][N:16]([C:19]([O:21][C:22]([CH3:24])([CH3:23])[CH3:25])=[O:20])[CH2:17][CH2:18]2)[C:10]1=[O:26]. (4) Reactant: [O:1]1[CH:5]=[CH:4][CH:3]=[C:2]1[C:6]1[CH:11]=[C:10]([S:12]([CH3:14])=O)[N:9]=[C:8]([NH2:15])[N:7]=1.SC[CH2:18][C:19]1[CH:24]=[CH:23][CH:22]=[CH:21][N:20]=1.C1CCN2C(=NCCC2)CC1. Product: [O:1]1[CH:5]=[CH:4][CH:3]=[C:2]1[C:6]1[CH:11]=[C:10]([S:12][CH2:14][CH2:18][C:19]2[CH:24]=[CH:23][CH:22]=[CH:21][N:20]=2)[N:9]=[C:8]([NH2:15])[N:7]=1. The catalyst class is: 57. (5) Reactant: [CH3:1][C:2]1[CH:12]=[CH:11][C:5]2[NH:6][C:7](=[O:10])[CH2:8][O:9][C:4]=2[CH:3]=1.C([O-])([O-])=O.[Cs+].[Cs+].[Cl:19][CH2:20][CH2:21][CH2:22]I. Product: [Cl:19][CH2:20][CH2:21][CH2:22][N:6]1[C:5]2[CH:11]=[CH:12][C:2]([CH3:1])=[CH:3][C:4]=2[O:9][CH2:8][C:7]1=[O:10]. The catalyst class is: 243. (6) Reactant: CCN(C(C)C)C(C)C.[OH:10][C:11]1[CH:12]=[CH:13][CH:14]=[C:15]2[C:20]=1[O:19][C:18](=[O:21])[C:17]([C:22]([OH:24])=O)=[CH:16]2.CN(C(ON1N=NC2C=CC=NC1=2)=[N+](C)C)C.F[P-](F)(F)(F)(F)F.[NH:49]1[C:57]2[C:52](=[CH:53][CH:54]=[C:55]([C:58]3[CH:59]=[C:60]([NH2:64])[CH:61]=[CH:62][CH:63]=3)[CH:56]=2)[CH:51]=[CH:50]1. Product: [NH:49]1[C:57]2[C:52](=[CH:53][CH:54]=[C:55]([C:58]3[CH:59]=[C:60]([NH:64][C:22]([C:17]4[C:18](=[O:21])[O:19][C:20]5[C:15]([CH:16]=4)=[CH:14][CH:13]=[CH:12][C:11]=5[OH:10])=[O:24])[CH:61]=[CH:62][CH:63]=3)[CH:56]=2)[CH:51]=[CH:50]1. The catalyst class is: 3. (7) Reactant: [CH3:1][C:2]1([CH3:22])[CH2:11][CH2:10][C:9]([CH3:13])([CH3:12])[C:8]2[CH:7]=[C:6]([C@@H:14]([CH2:17][CH2:18][CH2:19][CH2:20][CH3:21])[CH2:15][OH:16])[CH:5]=[CH:4][C:3]1=2.C1(P(C2C=CC=CC=2)C2C=CC=CC=2)C=CC=CC=1.O[C:43]1[CH:52]=[CH:51][C:46]([C:47]([O:49][CH3:50])=[O:48])=[CH:45][CH:44]=1.N(C(OCC)=O)=NC(OCC)=O. Product: [CH3:1][C:2]1([CH3:22])[CH2:11][CH2:10][C:9]([CH3:12])([CH3:13])[C:8]2[CH:7]=[C:6]([C@@H:14]([CH2:17][CH2:18][CH2:19][CH2:20][CH3:21])[CH2:15][O:16][C:43]3[CH:52]=[CH:51][C:46]([C:47]([O:49][CH3:50])=[O:48])=[CH:45][CH:44]=3)[CH:5]=[CH:4][C:3]1=2. The catalyst class is: 116. (8) Reactant: [FH:1].[FH:2].F.C(N(CC)CC)C.C(N(CC)CC)C.[B-](F)(F)(F)F.CCN([S+](F)F)CC.[Cl:31][C:32]1[N:37]=[C:36]([N:38]([CH:45]2[CH2:50][CH2:49][C:48](=O)[CH2:47][CH2:46]2)[C@@H:39]([C:41]([O:43][CH3:44])=[O:42])[CH3:40])[C:35]([N+:52]([O-:54])=[O:53])=[CH:34][N:33]=1. Product: [Cl:31][C:32]1[N:37]=[C:36]([N:38]([CH:45]2[CH2:50][CH2:49][C:48]([F:2])([F:1])[CH2:47][CH2:46]2)[C@@H:39]([C:41]([O:43][CH3:44])=[O:42])[CH3:40])[C:35]([N+:52]([O-:54])=[O:53])=[CH:34][N:33]=1. The catalyst class is: 4. (9) Reactant: [CH2:1]([O:3][P:4]([CH2:9][C:10]([O:12][C:13]([CH3:16])([CH3:15])[CH3:14])=[O:11])([O:6][CH2:7][CH3:8])=[O:5])[CH3:2].[H-].[Na+].Br[CH2:20][CH2:21][CH2:22][NH:23][C:24](=[O:30])[O:25][C:26]([CH3:29])([CH3:28])[CH3:27].[Cl-].[NH4+]. Product: [C:26]([O:25][C:24]([NH:23][CH2:22][CH2:21][CH2:20][CH:9]([P:4]([O:3][CH2:1][CH3:2])([O:6][CH2:7][CH3:8])=[O:5])[C:10]([O:12][C:13]([CH3:14])([CH3:16])[CH3:15])=[O:11])=[O:30])([CH3:29])([CH3:28])[CH3:27]. The catalyst class is: 7.